This data is from Full USPTO retrosynthesis dataset with 1.9M reactions from patents (1976-2016). The task is: Predict the reactants needed to synthesize the given product. (1) Given the product [Cl:18][C:19]1[CH:24]=[C:23]([C:9](=[O:11])[CH2:8][CH2:7][CH2:6][N:1]2[CH:5]=[CH:4][N:3]=[CH:2]2)[CH:22]=[CH:21][C:20]=1[Cl:25], predict the reactants needed to synthesize it. The reactants are: [N:1]1([CH2:6][CH2:7][CH2:8][C:9]([OH:11])=O)[CH:5]=[CH:4][N:3]=[CH:2]1.C(Cl)(=O)C(Cl)=O.[Cl:18][C:19]1[CH:24]=[CH:23][CH:22]=[CH:21][C:20]=1[Cl:25].[Al+3].[Cl-].[Cl-].[Cl-].ClC(Cl)C. (2) Given the product [O:46]=[C:44]1[NH:43][C:42](=[O:47])[CH:41]([CH2:40][C:39]2[CH:38]=[CH:37][C:36]([O:35][CH2:34][C:32]3[N:31]([CH3:50])[C:30]4[CH:51]=[C:26]([O:25][C:24]5[CH:52]=[CH:53][C:21]([NH:20][C:9](=[O:16])[C:10]6[CH:15]=[CH:14][CH:13]=[N:12][CH:11]=6)=[CH:22][CH:23]=5)[CH:27]=[CH:28][C:29]=4[N:33]=3)=[CH:49][CH:48]=2)[S:45]1, predict the reactants needed to synthesize it. The reactants are: C(N(CC)CC)C.Cl.[C:9](Cl)(=[O:16])[C:10]1[CH:15]=[CH:14][CH:13]=[N:12][CH:11]=1.Cl.Cl.[NH2:20][C:21]1[CH:53]=[CH:52][C:24]([O:25][C:26]2[CH:27]=[CH:28][C:29]3[N:33]=[C:32]([CH2:34][O:35][C:36]4[CH:49]=[CH:48][C:39]([CH2:40][CH:41]5[S:45][C:44](=[O:46])[NH:43][C:42]5=[O:47])=[CH:38][CH:37]=4)[N:31]([CH3:50])[C:30]=3[CH:51]=2)=[CH:23][CH:22]=1. (3) Given the product [CH3:20][O:21][C:22](=[O:29])[CH:23]([N:13]1[C:14](=[O:17])[CH2:15][CH2:16][N:10]([C:6]2[CH:7]=[CH:8][CH:9]=[C:4]([O:3][C:2]([F:1])([F:18])[F:19])[CH:5]=2)[CH2:11][CH2:12]1)[CH2:24][CH2:25][CH2:26][Br:27], predict the reactants needed to synthesize it. The reactants are: [F:1][C:2]([F:19])([F:18])[O:3][C:4]1[CH:5]=[C:6]([N:10]2[CH2:16][CH2:15][C:14](=[O:17])[NH:13][CH2:12][CH2:11]2)[CH:7]=[CH:8][CH:9]=1.[CH3:20][O:21][C:22](=[O:29])[CH:23](Br)[CH2:24][CH2:25][CH2:26][Br:27]. (4) Given the product [NH:6]1[C:7]2[C:12](=[CH:11][CH:10]=[CH:9][CH:8]=2)[C:4]([CH2:3][CH2:2][NH:1][C:17](=[O:18])[CH2:16][CH2:15][Br:14])=[CH:5]1, predict the reactants needed to synthesize it. The reactants are: [NH2:1][CH2:2][CH2:3][C:4]1[C:12]2[C:7](=[CH:8][CH:9]=[CH:10][CH:11]=2)[NH:6][CH:5]=1.[Cl-].[Br:14][CH2:15][CH2:16][CH2:17][OH:18].C(N(CC)CC)C. (5) Given the product [C:19]([O:23][C:24](=[O:32])[NH:25][CH:26]1[CH2:31][CH2:30][N:29]([C:12](=[O:14])[C:11]2[CH:15]=[CH:16][N:17]=[CH:18][C:10]=2[NH:9][C:3]2[CH:4]=[CH:5][C:6]([I:8])=[CH:7][C:2]=2[F:1])[CH2:28][CH2:27]1)([CH3:22])([CH3:20])[CH3:21], predict the reactants needed to synthesize it. The reactants are: [F:1][C:2]1[CH:7]=[C:6]([I:8])[CH:5]=[CH:4][C:3]=1[NH:9][C:10]1[CH:18]=[N:17][CH:16]=[CH:15][C:11]=1[C:12]([OH:14])=O.[C:19]([O:23][C:24](=[O:32])[NH:25][CH:26]1[CH2:31][CH2:30][NH:29][CH2:28][CH2:27]1)([CH3:22])([CH3:21])[CH3:20]. (6) The reactants are: [F:1][C:2]1[CH:7]=[CH:6][CH:5]=[CH:4][C:3]=1[N:8]1[C:12]([C:13]2[N:14]=[CH:15][N:16]([C:18]3[CH:26]=[CH:25][C:21]([C:22](O)=[O:23])=[CH:20][N:19]=3)[CH:17]=2)=[C:11]([CH3:27])[N:10]=[N:9]1.[NH2:28][N:29]1[CH2:34][CH2:33][O:32][CH2:31][CH2:30]1. Given the product [F:1][C:2]1[CH:7]=[CH:6][CH:5]=[CH:4][C:3]=1[N:8]1[C:12]([C:13]2[N:14]=[CH:15][N:16]([C:18]3[CH:26]=[CH:25][C:21]([C:22]([NH:28][N:29]4[CH2:34][CH2:33][O:32][CH2:31][CH2:30]4)=[O:23])=[CH:20][N:19]=3)[CH:17]=2)=[C:11]([CH3:27])[N:10]=[N:9]1, predict the reactants needed to synthesize it.